Dataset: Reaction yield outcomes from USPTO patents with 853,638 reactions. Task: Predict the reaction yield, written as a fraction of the theoretical maximum amount of product (1.0 means a 100% yield; for example, 0.34 means a 34% yield). The reactants are Br[C:2]1[CH:3]=[CH:4][C:5]([CH3:16])=[C:6]([NH:8][C:9](=[O:15])[CH2:10][C:11]([CH3:14])([CH3:13])[CH3:12])[CH:7]=1.[F:17][C:18]1[CH:25]=[CH:24][C:21]([CH2:22][NH2:23])=[CH:20][CH:19]=1. No catalyst specified. The product is [F:17][C:18]1[CH:25]=[CH:24][C:21]([CH2:22][NH:23][C:2]2[CH:3]=[CH:4][C:5]([CH3:16])=[C:6]([NH:8][C:9](=[O:15])[CH2:10][C:11]([CH3:14])([CH3:13])[CH3:12])[CH:7]=2)=[CH:20][CH:19]=1. The yield is 0.350.